This data is from Reaction yield outcomes from USPTO patents with 853,638 reactions. The task is: Predict the reaction yield, written as a fraction of the theoretical maximum amount of product (1.0 means a 100% yield; for example, 0.34 means a 34% yield). (1) The reactants are [CH2:1]([O:3][C:4](=[O:24])[C:5]([CH3:23])([CH3:22])[CH2:6][C@H:7]([NH2:21])[CH2:8][C:9]1[CH:14]=[CH:13][C:12]([C:15]2[CH:20]=[CH:19][CH:18]=[CH:17][CH:16]=2)=[CH:11][CH:10]=1)[CH3:2].Cl.[OH:26][C:27]1[CH:31]=[C:30]([C:32](O)=[O:33])[O:29][N:28]=1.CCN=C=NCCCN(C)C.C1C=CC2N(O)N=NC=2C=1. The catalyst is O1CCOCC1.CN(C=O)C.C(O)CCC. The product is [CH2:1]([O:3][C:4](=[O:24])[C:5]([CH3:23])([CH3:22])[CH2:6][C@H:7]([NH:21][C:32]([C:30]1[O:29][N:28]=[C:27]([OH:26])[CH:31]=1)=[O:33])[CH2:8][C:9]1[CH:10]=[CH:11][C:12]([C:15]2[CH:20]=[CH:19][CH:18]=[CH:17][CH:16]=2)=[CH:13][CH:14]=1)[CH3:2]. The yield is 0.950. (2) The reactants are [OH-:1].[K+].C(O)C[OH:5].[Br:7][C:8]1[CH:13]=[CH:12][C:11]([C:14]2([C:17]#N)[CH2:16][CH2:15]2)=[CH:10][CH:9]=1.Cl. The catalyst is O. The product is [Br:7][C:8]1[CH:13]=[CH:12][C:11]([C:14]2([C:17]([OH:5])=[O:1])[CH2:16][CH2:15]2)=[CH:10][CH:9]=1. The yield is 0.970. (3) The product is [Cl:1][C:2]1[CH:3]=[CH:4][C:5]([CH:6]([OH:7])[CH:8]2[CH2:9][CH2:10][N:11]([C:14]([O:16][C:17]([CH3:19])([CH3:18])[CH3:20])=[O:15])[CH2:12][CH2:13]2)=[CH:21][CH:22]=1. The yield is 0.940. The catalyst is C(O)C. The reactants are [Cl:1][C:2]1[CH:22]=[CH:21][C:5]([C:6]([CH:8]2[CH2:13][CH2:12][N:11]([C:14]([O:16][C:17]([CH3:20])([CH3:19])[CH3:18])=[O:15])[CH2:10][CH2:9]2)=[O:7])=[CH:4][CH:3]=1.[BH4-].[Na+].